Task: Predict the reactants needed to synthesize the given product.. Dataset: Retrosynthesis with 50K atom-mapped reactions and 10 reaction types from USPTO (1) The reactants are: C/C=C/C=O.Nc1ccc(Cl)c(C(=O)O)c1. Given the product Cc1ccc2c(C(=O)O)c(Cl)ccc2n1, predict the reactants needed to synthesize it. (2) Given the product CC(C)(C)OC(=O)N1CCC(CCCOc2ccc3c(c2)CCN(S(C)(=O)=O)C3)CC1, predict the reactants needed to synthesize it. The reactants are: CC(C)(C)OC(=O)N1CCC(CCCOS(C)(=O)=O)CC1.CS(=O)(=O)N1CCc2cc(O)ccc2C1. (3) The reactants are: Cn1cc(C[C@H]2NC(=O)[C@@H](CCC(=O)OCc3ccccc3)NC2=O)c2ccccc21. Given the product Cn1cc(C[C@H]2NC(=O)[C@@H](CCC(=O)O)NC2=O)c2ccccc21, predict the reactants needed to synthesize it. (4) Given the product CCC(=O)NC1=C(OCCOC)C(=O)c2ccccc2C1=O, predict the reactants needed to synthesize it. The reactants are: CCC(=O)NC1=C(Cl)C(=O)c2ccccc2C1=O.COCCO. (5) Given the product CC[Si](CC)(CC)OC(C)(C)C#CCO[C@H](C)C1=CC[C@H]2C3=CC=C4C[C@@H](O[Si](C)(C)C(C)(C)C)C[C@H](O[Si](C)(C)C(C)(C)C)[C@]4(C)[C@H]3CC[C@]12C, predict the reactants needed to synthesize it. The reactants are: CC[Si](CC)(CC)OC(C)(C)C#CCBr.C[C@@H](O)C1=CC[C@H]2C3=CC=C4C[C@@H](O[Si](C)(C)C(C)(C)C)C[C@H](O[Si](C)(C)C(C)(C)C)[C@]4(C)[C@H]3CC[C@]12C. (6) The reactants are: CC(C)(C)OC(=O)NC1(C(=O)N[C@@H](Cc2ccc(-c3cccc(C#N)c3)cc2)C(N)=O)CCOCC1. Given the product CC(C)(C)OC(=O)NC1(C(=O)N[C@H](C#N)Cc2ccc(-c3cccc(C#N)c3)cc2)CCOCC1, predict the reactants needed to synthesize it. (7) Given the product Fc1ccc(CN2CC3CC3(c3ccccc3)C2)cc1, predict the reactants needed to synthesize it. The reactants are: O=C(c1ccc(F)cc1)N1CC2CC2(c2ccccc2)C1.